This data is from Peptide-MHC class I binding affinity with 185,985 pairs from IEDB/IMGT. The task is: Regression. Given a peptide amino acid sequence and an MHC pseudo amino acid sequence, predict their binding affinity value. This is MHC class I binding data. The peptide sequence is NFFTELENK. The MHC is HLA-A68:01 with pseudo-sequence HLA-A68:01. The binding affinity (normalized) is 0.339.